This data is from Reaction yield outcomes from USPTO patents with 853,638 reactions. The task is: Predict the reaction yield, written as a fraction of the theoretical maximum amount of product (1.0 means a 100% yield; for example, 0.34 means a 34% yield). The reactants are [CH3:1][C:2]1[CH:8]=[C:7]([OH:9])[C:6]([CH3:10])=[CH:5][C:3]=1[NH2:4].[H-].[Na+].[C:13]([C:17]1[N:21]=[C:20](Cl)[S:19][N:18]=1)([CH3:16])([CH3:15])[CH3:14].C(OCC)(=O)C. The catalyst is CN(C)C=O. The product is [C:13]([C:17]1[N:21]=[C:20]([O:9][C:7]2[C:6]([CH3:10])=[CH:5][C:3]([NH2:4])=[C:2]([CH3:1])[CH:8]=2)[S:19][N:18]=1)([CH3:16])([CH3:15])[CH3:14]. The yield is 0.900.